From a dataset of Experimentally validated miRNA-target interactions with 360,000+ pairs, plus equal number of negative samples. Binary Classification. Given a miRNA mature sequence and a target amino acid sequence, predict their likelihood of interaction. (1) The miRNA is mmu-miR-675-3p with sequence CUGUAUGCCCUAACCGCUCAGU. The protein sequence of the target gene is MSDPCGTKPVQESNPTMSLWSLEDRHSSQGRPQPDQDPVAKEAPTSELQMKVDFFRKLGYSSSEIHSVLQKLGVQADTNTVLGELVKHGSATERECQALTAPSPQPPLVPRGGSTPKPSTLEPSLPEEDREGSDLRPVVIDGSNVAMSHGNKEVFSCRGILLAVNWFLERGHTDITVFVPSWRKEQPRPDVPITDQHILRELEKKKILVFTPSRRVGGKRVVCYDDRFIVKLAFESDGVVVSNDTYRDLQGERQEWKRFIEERLLMYSFVNDKFMPPDDPLGRHGPSLDNFLRKKPLPSE.... Result: 1 (interaction). (2) The miRNA is hsa-miR-4472 with sequence GGUGGGGGGUGUUGUUUU. The protein sequence of the target gene is MELENIVANTVLLKAREGGGGKRKGKSKKWKEILKFPHISQCEDLRRTIDRDYYSLCDKQPIGRLLFRQFCETRPGLECYIQFLDLVAEYEITPDENLGAKGKEIMTKYLTPKSPVFIAQVGQDLVSQTEKKLLQSPCKELFSACAQSVHDYLKGDPFHEYLDSMYFDRFLQWKWLERQPVTKNTFRQYRVLGKGGFGEVCACQVRATGKMYACKRLEKKRIKKRKGESMALNEKQILEKVNSQFVVNLAYAYETKDALCLVLTIMNGGDLKFHIYNMGNPGFEEERALFYAAEILCGLE.... Result: 0 (no interaction). (3) The miRNA is hsa-miR-6756-3p with sequence UCCCCUUCCUCCCUGCCCAG. The protein sequence of the target gene is MADKMVRTPKCSRCRNHGFLVPVKGHAGKCRWKQCLCEKCYLISERQKIMAAQKVLKTQAAEEEQEAALCAQGPKQASGAAAAAPAPVPVPAASLRPLSPGTPSGDADPGPEGRAAACFFEQPPRGRNPGPRALQPVLGGRSHVEPSERAAVAMPSLAGPPFGAEAAGSGYPGPLDLRRPMRTVPGPLFTDFVRPLNINPDRALGPEYPGGSSMHPYCPFPLGYLDAPPGVPLQQGFRHVSRSQYQGGGLVSEPGGDFQPSYYLPPPPPPLPPLPPLPPQPQFLPPGYLSALHFLPPPPP.... Result: 1 (interaction). (4) The protein sequence of the target gene is MERRMKAGYLDQQVPYTFSSKSPGNGSLREALIGPLGKLMDPGSLPPLDSEDLFQDLSHFQETWLAEAQVPDSDEQFVPDFHSENLAFHSPTTRIKKEPQSPRTDPALSCSRKPPLPYHHGEQCLYSSAYDPPRQIAIKSPAPGALGQSPLQPFPRAEQRNFLRSSGTSQPHPGHGYLGEHSSVFQQPLDICHSFTSQGGGREPLPAPYQHQLSEPCPPYPQQSFKQEYHDPLYEQAGQPAVDQGGVNGHRYPGAGVVIKQEQTDFAYDSDVTGCASMYLHTEGFSGPSPGDGAMGYGYE.... Result: 0 (no interaction). The miRNA is hsa-miR-6745 with sequence UGGGUGGAAGAAGGUCUGGUU. (5) The miRNA is hsa-miR-4534 with sequence GGAUGGAGGAGGGGUCU. The protein sequence of the target gene is MSQGRGKYDFYIGLGLAMSSSIFIGGSFILKKKGLLRLARKGSMRAGQGGHAYLKEWLWWAGLLSMGAGEVANFAAYAFAPATLVTPLGALSVLVSAILSSYFLNERLNLHGKIGCLLSILGSTVMVIHAPKEEEIETLNEMSHKLGDPGFVVFATLVVIVALILIFVVGPRHGQTNILVYITICSVIGAFSVSCVKGLGIAIKELFAGKPVLRHPLAWILLLSLIVCVSTQINYLNRALDIFNTSIVTPIYYVFFTTSVLTCSAILFKEWQDMPVDDVIGTLSGFFTIIVGIFLLHAFK.... Result: 1 (interaction). (6) The miRNA is mmu-miR-687 with sequence CUAUCCUGGAAUGCAGCAAUGA. The protein sequence of the target gene is MGSGMSQILPGLYIGNFKDARDAEQLSRNKVTHILSVHDTARPMLEGVKYLCIPAADTPSQNLTRHFKESIKFIHECRLQGESCLVHCLAGVSRSVTLVIAYIMTVTDFGWEDALHTVRAGRSCANPNLGFQRQLQEFEKHEVHQYRQWLREEYGENPLRDAEEAKNILAAPGILKYWAFLRRL. Result: 0 (no interaction). (7) The miRNA is hsa-miR-645 with sequence UCUAGGCUGGUACUGCUGA. The protein sequence of the target gene is MQALVLLLCIGALLGHSSCQNPASPPEEGSPDPDSTGALVEEEDPFFKVPVNKLAAAVSNFGYDLYRVRSSTSPTTNVLLSPLSVATALSALSLGAEQRTESIIHRALYYDLISSPDIHGTYKELLDTVTAPQKNLKSASRIVFEKKLRIKSSFVAPLEKSYGTRPRVLTGNPRLDLQEINNWVQAQMKGKLARSTKEIPDEISILLLGVAHFKGQWVTKFDSRKTSLEDFYLDEERTVRVPMMSDPKAVLRYGLDSDLSCKIAQLPLTGSMSIIFFLPLKVTQNLTLIEESLTSEFIHD.... Result: 0 (no interaction). (8) The miRNA is hsa-miR-329-3p with sequence AACACACCUGGUUAACCUCUUU. The protein sequence of the target gene is MVFAPGEKPGNEPEEVKLQNASKQIVQNAILQAVQQVSQESQRREERISDNRDHIQLGVGELTKKHEKK. Result: 1 (interaction). (9) The miRNA is hsa-miR-1296-3p with sequence GAGUGGGGCUUCGACCCUAACC. The protein sequence of the target gene is MSNYSVSLVGPAPWGFRLQGGKDFNMPLTISSLKDGGKAAQANVRIGDVVLSIDGINAQGMTHLEAQNKIKGCTGSLNMTLQRASAAPKPEPVPVQKGEPKEVVKPVPITSPAVSKVTSTNNMAYNKAPRPFGSVSSPKVTSIPSPSSAFTPAHATTSSHASPSPVAAVTPPLFAASGLHANANLSADQSPSALSAGKTAVNVPRQPTVTSVCSETSQELAEGQRRGSQGDSKQQNGPPRKHIVERYTEFYHVPTHSDASKKRLIEDTEDWRPRTGTTQSRSFRILAQITGTEHLKESEA.... Result: 0 (no interaction). (10) The miRNA is hsa-miR-20a-5p with sequence UAAAGUGCUUAUAGUGCAGGUAG. The protein sequence of the target gene is MEGAGYRVVFEKGGVYLHTSAKKYQDRDSLIAGVIRVVEKDNDVLLHWAPVEEAGDSTQILFSKKDSSGGDSCASEEEPTFDPDYEPDWAVISTVRPQLCHSEPTRGAEPSCPQGSWAFSVSLGELKSIRRSKPGLSWAYLVLVTQAGGSLPALHFHRGGTRALLRVLSRYLLLASSPQDSRLYLVFPHDSSALSNSFHHLQLFDQDSSNVVSRFLQDPYSTTFSSFSRVTNFFRGALQPQPEGAASDLPPPPDDEPEPGFEVISCVELGPRPTVERGPPVTEEEWARHVGPEGRLQQVP.... Result: 1 (interaction).